This data is from Forward reaction prediction with 1.9M reactions from USPTO patents (1976-2016). The task is: Predict the product of the given reaction. (1) Given the reactants C[Si]([N-][Si](C)(C)C)(C)C.[Li+].[F:11][CH2:12][C:13]([C:15]1[CH:20]=[CH:19][CH:18]=[CH:17][CH:16]=1)=[O:14].[C:21](OCC)(=[O:27])[C:22]([O:24][CH2:25][CH3:26])=[O:23].Cl, predict the reaction product. The product is: [CH2:25]([O:24][C:22](=[O:23])[C:21](=[O:27])[CH:12]([F:11])[C:13]([C:15]1[CH:20]=[CH:19][CH:18]=[CH:17][CH:16]=1)=[O:14])[CH3:26]. (2) Given the reactants [I:1][C:2]1[CH:3]=[N:4][N:5]([CH2:7][CH2:8][OH:9])[CH:6]=1.C(N(CC)CC)C.[S:17](Cl)([C:20]1[CH:26]=[CH:25][C:23]([CH3:24])=[CH:22][CH:21]=1)(=[O:19])=[O:18], predict the reaction product. The product is: [CH3:24][C:23]1[CH:25]=[CH:26][C:20]([S:17]([O:9][CH2:8][CH2:7][N:5]2[CH:6]=[C:2]([I:1])[CH:3]=[N:4]2)(=[O:19])=[O:18])=[CH:21][CH:22]=1. (3) Given the reactants [C:1]([O:5][C:6]([NH:8][C:9]1[CH:10]=[N:11][CH:12]=[CH:13][CH:14]=1)=[O:7])([CH3:4])([CH3:3])[CH3:2].[CH2:15]([Li])CCC.CI.O, predict the reaction product. The product is: [C:1]([O:5][C:6]([NH:8][C:9]1[CH:10]=[N:11][CH:12]=[CH:13][C:14]=1[CH3:15])=[O:7])([CH3:4])([CH3:2])[CH3:3]. (4) Given the reactants [C:1]1([C:29]2[CH:34]=[CH:33][CH:32]=[CH:31][CH:30]=2)[CH:6]=[CH:5][C:4]([C:7]2[C:27]([Cl:28])=[CH:26][C:10]3[NH:11][C:12]([O:14][C:15]4[CH:16]=[CH:17][C:18]([CH3:25])=[C:19]([CH:24]=4)[C:20]([O:22]C)=[O:21])=[N:13][C:9]=3[CH:8]=2)=[CH:3][CH:2]=1.[OH-].[Na+].Cl, predict the reaction product. The product is: [C:1]1([C:29]2[CH:30]=[CH:31][CH:32]=[CH:33][CH:34]=2)[CH:2]=[CH:3][C:4]([C:7]2[C:27]([Cl:28])=[CH:26][C:10]3[NH:11][C:12]([O:14][C:15]4[CH:16]=[CH:17][C:18]([CH3:25])=[C:19]([CH:24]=4)[C:20]([OH:22])=[O:21])=[N:13][C:9]=3[CH:8]=2)=[CH:5][CH:6]=1. (5) Given the reactants CC1C=CC(S(O[CH2:12][CH2:13][CH2:14][CH2:15][C:16]2[C:24]3[C:19](=[CH:20][CH:21]=[CH:22][CH:23]=3)[NH:18][CH:17]=2)(=O)=O)=CC=1.[CH3:25][C:26]1[CH:31]=[C:30]([CH3:32])[N:29]=[C:28]([N:33]2[CH2:38][CH2:37][NH:36][CH2:35][CH2:34]2)[N:27]=1.C(=O)([O-])[O-].[K+].[K+].[I-].[K+], predict the reaction product. The product is: [CH3:25][C:26]1[CH:31]=[C:30]([CH3:32])[N:29]=[C:28]([N:33]2[CH2:34][CH2:35][N:36]([CH2:12][CH2:13][CH2:14][CH2:15][C:16]3[C:24]4[C:19](=[CH:20][CH:21]=[CH:22][CH:23]=4)[NH:18][CH:17]=3)[CH2:37][CH2:38]2)[N:27]=1. (6) Given the reactants [Cl:1][C:2]1[CH:3]=[C:4]([CH:25]=[CH:26][CH:27]=1)[CH2:5][N:6]1[C:10]([C:11]([OH:13])=[O:12])=[CH:9][C:8]2[S:14][C:15]([C:17]#[C:18][C:19]3[CH:24]=CC=C[CH:20]=3)=[CH:16][C:7]1=2.C(OC(C1N(CC2C=CC=C(Cl)C=2)C2C=C(Br)[S:48]C=2C=1)=O)C.C[Sn](C)(C)C1SC=C(C)C=1, predict the reaction product. The product is: [Cl:1][C:2]1[CH:3]=[C:4]([CH:25]=[CH:26][CH:27]=1)[CH2:5][N:6]1[C:10]([C:11]([OH:13])=[O:12])=[CH:9][C:8]2[S:14][C:15]([C:17]3[S:48][CH:20]=[C:19]([CH3:24])[CH:18]=3)=[CH:16][C:7]1=2. (7) Given the reactants Cl.[O:2]1[CH:6]=[CH:5][N:4]=[C:3]1[C:7]([CH:9]1[CH2:14][CH2:13][NH:12][CH2:11][CH2:10]1)=[O:8].C([O-])([O-])=O.[K+].[K+].Br[CH:22]([C:24]1[CH:29]=[CH:28][CH:27]=[CH:26][CH:25]=1)[CH3:23], predict the reaction product. The product is: [O:2]1[CH:6]=[CH:5][N:4]=[C:3]1[C:7]([CH:9]1[CH2:14][CH2:13][N:12]([CH:22]([C:24]2[CH:29]=[CH:28][CH:27]=[CH:26][CH:25]=2)[CH3:23])[CH2:11][CH2:10]1)=[O:8]. (8) Given the reactants [C:1]1([CH:7]([NH:16][C:17]2[CH:22]=[CH:21][C:20]([CH2:23][CH2:24][CH2:25][CH2:26][N:27](C(OC(C)(C)C)=O)[C:28]3[CH:33]=[CH:32][CH:31]=[CH:30][N:29]=3)=[CH:19][CH:18]=2)[CH2:8][C:9]([O:11]C(C)(C)C)=[O:10])[CH:6]=[CH:5][CH:4]=[CH:3][CH:2]=1, predict the reaction product. The product is: [C:1]1([CH:7]([NH:16][C:17]2[CH:22]=[CH:21][C:20]([CH2:23][CH2:24][CH2:25][CH2:26][NH:27][C:28]3[CH:33]=[CH:32][CH:31]=[CH:30][N:29]=3)=[CH:19][CH:18]=2)[CH2:8][C:9]([OH:11])=[O:10])[CH:6]=[CH:5][CH:4]=[CH:3][CH:2]=1. (9) Given the reactants [F:1][C:2]1[C:10]([O:11][CH3:12])=[CH:9][CH:8]=[CH:7][C:3]=1[C:4]([OH:6])=O.[F:13][C:14]1[CH:19]=[CH:18][C:17]([NH:20][C:21]([C:23]2[C:27]([NH2:28])=[CH:26][NH:25][N:24]=2)=[O:22])=[CH:16][CH:15]=1.C(Cl)CCl.C1C=CC2N(O)N=NC=2C=1, predict the reaction product. The product is: [F:13][C:14]1[CH:15]=[CH:16][C:17]([NH:20][C:21]([C:23]2[C:27]([NH:28][C:4](=[O:6])[C:3]3[CH:7]=[CH:8][CH:9]=[C:10]([O:11][CH3:12])[C:2]=3[F:1])=[CH:26][NH:25][N:24]=2)=[O:22])=[CH:18][CH:19]=1. (10) Given the reactants [Cl:1][C:2]1[CH:3]=[C:4]([C:14]([O:16][CH2:17][CH3:18])=[O:15])[C:5]([CH3:13])=[C:6]2[C:11]=1[S:10][CH2:9][CH2:8][C:7]2=[O:12].[BH4-].[Na+].Cl, predict the reaction product. The product is: [Cl:1][C:2]1[CH:3]=[C:4]([C:14]([O:16][CH2:17][CH3:18])=[O:15])[C:5]([CH3:13])=[C:6]2[C:11]=1[S:10][CH2:9][CH2:8][CH:7]2[OH:12].